Predict the reaction yield, written as a fraction of the theoretical maximum amount of product (1.0 means a 100% yield; for example, 0.34 means a 34% yield). From a dataset of Reaction yield outcomes from USPTO patents with 853,638 reactions. (1) The reactants are [C:1]([C:5]1[CH:10]=[CH:9][C:8]([CH3:11])=[C:7]([N+:12]([O-])=O)[CH:6]=1)([CH3:4])([CH3:3])[CH3:2]. The catalyst is CO.[Pd]. The product is [C:1]([C:5]1[CH:10]=[CH:9][C:8]([CH3:11])=[C:7]([CH:6]=1)[NH2:12])([CH3:4])([CH3:3])[CH3:2]. The yield is 0.820. (2) The reactants are C([O:8][C:9]1[CH:13]=[CH:12][S:11][C:10]=1[C:14]([OH:16])=[O:15])C1C=CC=CC=1. The catalyst is [Pd].C(O)C.Cl. The product is [OH:8][C:9]1[CH:13]=[CH:12][S:11][C:10]=1[C:14]([OH:16])=[O:15]. The yield is 0.980. (3) The reactants are C(O)(=O)/C=[CH:3]\[C:4](O)=[O:5].[Cl:9][C:10]1[CH:29]=[CH:28][C:13]2[O:14][C:15]3[CH:27]=[CH:26][CH:25]=[CH:24][C:16]=3[C@@H:17]3[C@H:22]([NH2:23])[CH2:21][CH2:20][CH2:19][N:18]3[C:12]=2[CH:11]=1.N1C=CC=CC=1.C(OC(=O)C)(=O)C. The catalyst is C(Cl)Cl. The product is [Cl:9][C:10]1[CH:29]=[CH:28][C:13]2[O:14][C:15]3[CH:27]=[CH:26][CH:25]=[CH:24][C:16]=3[C@@H:17]3[C@H:22]([NH:23][C:4](=[O:5])[CH3:3])[CH2:21][CH2:20][CH2:19][N:18]3[C:12]=2[CH:11]=1. The yield is 0.650. (4) The reactants are [CH2:1]([O:3][C:4](=[O:10])[CH:5]=[C:6]1[CH2:9][O:8][CH2:7]1)C.[H-].[Na+].[CH3:13][O:14][C:15](=[O:21])C[C:15]([O:14][CH3:13])=[O:21].[NH4+].[Cl-].[CH3:24][CH2:25][O:26][C:27](C)=[O:28]. The product is [CH3:1][O:3][C:4](=[O:10])[CH:5]([C:6]1([C:27]([O:26][CH2:25][CH3:24])=[O:28])[CH2:9][O:8][CH2:7]1)[C:15]([O:14][CH3:13])=[O:21]. The yield is 0.870. The catalyst is CN(C=O)C.O. (5) The reactants are [Cl:1][C:2]1[CH:26]=[CH:25][C:5]([CH2:6][NH:7][C:8]([C:10]2[C:19](=[O:20])[C:18]3[C:13](=[C:14]([I:23])[CH:15]=[C:16]([CH2:21]O)[CH:17]=3)[N:12]([CH3:24])[CH:11]=2)=[O:9])=[CH:4][CH:3]=1.N1C(C)=CC(C)=CC=1C.CS([Cl:40])(=O)=O. The catalyst is CN(C1C=CN=CC=1)C.CN(C=O)C. The product is [Cl:1][C:2]1[CH:3]=[CH:4][C:5]([CH2:6][NH:7][C:8]([C:10]2[C:19](=[O:20])[C:18]3[C:13](=[C:14]([I:23])[CH:15]=[C:16]([CH2:21][Cl:40])[CH:17]=3)[N:12]([CH3:24])[CH:11]=2)=[O:9])=[CH:25][CH:26]=1. The yield is 0.930. (6) The reactants are [Cl:1][C:2]1[CH:7]=[C:6]([Cl:8])[CH:5]=[CH:4][C:3]=1[C:9]1[N:10]=[C:11]([CH2:26][CH3:27])[C:12]([NH:17][C@H:18]2[C@@H:22]([O:23][CH2:24][CH3:25])[CH2:21][NH:20][CH2:19]2)=[N:13][C:14]=1[CH2:15][CH3:16].[C:28](Cl)(=[O:30])[CH3:29].C(=O)(O)[O-].[Na+]. The catalyst is C(Cl)Cl. The product is [C:28]([N:20]1[CH2:21][C@H:22]([O:23][CH2:24][CH3:25])[C@H:18]([NH:17][C:12]2[C:11]([CH2:26][CH3:27])=[N:10][C:9]([C:3]3[CH:4]=[CH:5][C:6]([Cl:8])=[CH:7][C:2]=3[Cl:1])=[C:14]([CH2:15][CH3:16])[N:13]=2)[CH2:19]1)(=[O:30])[CH3:29]. The yield is 0.690. (7) The reactants are S(S([O-])=O)([O-])=O.[Na+].[Na+].[NH:9]([C:16]1[C:21]([Br:22])=[CH:20][N:19]=[C:18]([NH:23][C:24]2[CH:29]=[CH:28][C:27]([N+:30]([O-])=O)=[CH:26][CH:25]=2)[N:17]=1)[C:10]1[CH:15]=[CH:14][CH:13]=[CH:12][CH:11]=1.C(O)C. The catalyst is O. The product is [NH2:30][C:27]1[CH:28]=[CH:29][C:24]([NH:23][C:18]2[N:17]=[C:16]([NH:9][C:10]3[CH:15]=[CH:14][CH:13]=[CH:12][CH:11]=3)[C:21]([Br:22])=[CH:20][N:19]=2)=[CH:25][CH:26]=1. The yield is 0.700. (8) The reactants are Cl.[Cl:2][C:3]1[CH:4]=[C:5]([C:8]2[O:12][N:11]=[C:10]([C@H:13]3[CH2:18][CH2:17][CH2:16][NH:15][CH2:14]3)[N:9]=2)[NH:6][CH:7]=1.[F:19][C:20]1[CH:28]=[CH:27][C:23]([C:24](O)=[O:25])=[CH:22][N:21]=1. No catalyst specified. The product is [Cl:2][C:3]1[CH:4]=[C:5]([C:8]2[O:12][N:11]=[C:10]([C@H:13]3[CH2:18][CH2:17][CH2:16][N:15]([C:24]([C:23]4[CH:22]=[N:21][C:20]([F:19])=[CH:28][CH:27]=4)=[O:25])[CH2:14]3)[N:9]=2)[NH:6][CH:7]=1. The yield is 0.820.